Dataset: Full USPTO retrosynthesis dataset with 1.9M reactions from patents (1976-2016). Task: Predict the reactants needed to synthesize the given product. (1) Given the product [CH:7]1([S:13]([C:14]2[CH:23]=[CH:22][C:21]3[NH:20][C:19](=[O:24])[C:18]4[NH:25][CH:26]=[CH:27][C:17]=4[C:16]=3[CH:15]=2)(=[O:1])=[O:33])[CH2:8][CH2:9][CH2:10][CH2:11][CH2:12]1.[CH2:28]([C:30]([O-:32])=[O:31])[CH3:29], predict the reactants needed to synthesize it. The reactants are: [OH:1]OS([O-])=O.[K+].[CH:7]1([S:13][C:14]2[CH:23]=[CH:22][C:21]3[NH:20][C:19](=[O:24])[C:18]4[NH:25][CH:26]=[CH:27][C:17]=4[C:16]=3[CH:15]=2)[CH2:12][CH2:11][CH2:10][CH2:9][CH2:8]1.[CH2:28]([C:30]([O-:32])=[O:31])[CH3:29].[OH2:33]. (2) Given the product [C:14]1([C@H:12]2[C@@H:11]([C:20]([O:22][CH2:23][CH3:24])=[O:21])[CH2:10][CH2:9][NH:8][CH2:13]2)[CH:15]=[CH:16][CH:17]=[CH:18][CH:19]=1, predict the reactants needed to synthesize it. The reactants are: C([N:8]1[CH2:13][C:12]([C:14]2[CH:19]=[CH:18][CH:17]=[CH:16][CH:15]=2)=[C:11]([C:20]([O:22][CH2:23][CH3:24])=[O:21])[CH2:10][CH2:9]1)C1C=CC=CC=1.C([O-])=O.[NH4+]. (3) Given the product [CH3:1][O:2][C:3]([NH:5][C:6]1[S:7][C:8]2[C:14]([CH3:15])=[C:13]([SH:16])[CH:12]=[C:11]([CH:19]([CH3:21])[CH3:20])[C:9]=2[N:10]=1)=[O:4], predict the reactants needed to synthesize it. The reactants are: [CH3:1][O:2][C:3]([NH:5][C:6]1[S:7][C:8]2[C:14]([CH3:15])=[C:13]([S:16]C#N)[CH:12]=[C:11]([CH:19]([CH3:21])[CH3:20])[C:9]=2[N:10]=1)=[O:4].SC[C@H]([C@@H](CS)O)O.P([O-])([O-])([O-])=O. (4) Given the product [Cl:1][C:2]1[CH:3]=[C:4]([CH:9]([CH2:18][CH:19]2[CH2:23][CH2:22][C:21](=[N:26][OH:27])[CH2:20]2)[C:10]([NH:12][C:13]2[S:14][CH:15]=[CH:16][N:17]=2)=[O:11])[CH:5]=[CH:6][C:7]=1[Cl:8], predict the reactants needed to synthesize it. The reactants are: [Cl:1][C:2]1[CH:3]=[C:4]([CH:9]([CH2:18][CH:19]2[CH2:23][CH2:22][C:21](=O)[CH2:20]2)[C:10]([NH:12][C:13]2[S:14][CH:15]=[CH:16][N:17]=2)=[O:11])[CH:5]=[CH:6][C:7]=1[Cl:8].Cl.[NH2:26][OH:27]. (5) Given the product [NH2:14][C:12]1[S:13][CH:8]=[C:7]([C:4]2[S:5][CH:6]=[C:2]([Cl:1])[CH:3]=2)[N:11]=1, predict the reactants needed to synthesize it. The reactants are: [Cl:1][C:2]1[CH:3]=[C:4]([C:7](=O)[CH3:8])[S:5][CH:6]=1.O.[NH2:11][C:12]([NH2:14])=[S:13]. (6) Given the product [Br:9][C:10]1[CH:15]=[CH:14][C:13]([CH2:16][N:17]([CH2:28][C:29]([F:30])([F:31])[F:32])[S:18]([CH:21]([C:22]2[CH:27]=[CH:26][CH:25]=[CH:24][CH:23]=2)[CH3:1])(=[O:20])=[O:19])=[C:12]([F:33])[CH:11]=1, predict the reactants needed to synthesize it. The reactants are: [CH:1](NC(C)C)(C)C.[Li].[Br:9][C:10]1[CH:15]=[CH:14][C:13]([CH2:16][N:17]([CH2:28][C:29]([F:32])([F:31])[F:30])[S:18]([CH2:21][C:22]2[CH:27]=[CH:26][CH:25]=[CH:24][CH:23]=2)(=[O:20])=[O:19])=[C:12]([F:33])[CH:11]=1.IC. (7) Given the product [Cl:3][C:4]1[CH:5]=[CH:6][C:7]([CH:10]([O:24][CH3:25])[CH:11]2[CH2:12][CH2:13][N:14]([C:17]([O:19][C:20]([CH3:21])([CH3:23])[CH3:22])=[O:18])[CH2:15][CH2:16]2)=[CH:8][CH:9]=1, predict the reactants needed to synthesize it. The reactants are: [H-].[Na+].[Cl:3][C:4]1[CH:9]=[CH:8][C:7]([CH:10]([OH:24])[CH:11]2[CH2:16][CH2:15][N:14]([C:17]([O:19][C:20]([CH3:23])([CH3:22])[CH3:21])=[O:18])[CH2:13][CH2:12]2)=[CH:6][CH:5]=1.[CH3:25]I.